From a dataset of Peptide-MHC class II binding affinity with 134,281 pairs from IEDB. Regression. Given a peptide amino acid sequence and an MHC pseudo amino acid sequence, predict their binding affinity value. This is MHC class II binding data. The peptide sequence is WMTTEDMLEVWNRVW. The MHC is DRB3_0301 with pseudo-sequence DRB3_0301. The binding affinity (normalized) is 0.466.